Dataset: Peptide-MHC class I binding affinity with 185,985 pairs from IEDB/IMGT. Task: Regression. Given a peptide amino acid sequence and an MHC pseudo amino acid sequence, predict their binding affinity value. This is MHC class I binding data. (1) The peptide sequence is QLVKDESIQL. The MHC is HLA-A02:01 with pseudo-sequence HLA-A02:01. The binding affinity (normalized) is 0.370. (2) The peptide sequence is SIFVSTMPV. The MHC is HLA-A02:01 with pseudo-sequence HLA-A02:01. The binding affinity (normalized) is 0.659. (3) The peptide sequence is WLETELVFV. The MHC is HLA-A02:01 with pseudo-sequence HLA-A02:01. The binding affinity (normalized) is 0.589. (4) The peptide sequence is RPMREVRFL. The MHC is HLA-A23:01 with pseudo-sequence HLA-A23:01. The binding affinity (normalized) is 0. (5) The peptide sequence is TPALAARGF. The MHC is HLA-B57:01 with pseudo-sequence HLA-B57:01. The binding affinity (normalized) is 0.0847. (6) The peptide sequence is RGINDRNFW. The MHC is HLA-A24:02 with pseudo-sequence HLA-A24:02. The binding affinity (normalized) is 0.0847.